The task is: Predict the reactants needed to synthesize the given product.. This data is from Full USPTO retrosynthesis dataset with 1.9M reactions from patents (1976-2016). (1) Given the product [CH2:42]([N:1]1[C:9]2[C:4](=[CH:5][CH:6]=[CH:7][CH:8]=2)[C:3]2([C:21]3[C:12](=[CH:13][C:14]4[O:19][CH2:18][CH2:17][O:16][C:15]=4[CH:20]=3)[O:11][CH2:10]2)[C:2]1=[O:22])[CH2:43][CH2:25][CH2:26][CH2:27][CH3:28], predict the reactants needed to synthesize it. The reactants are: [NH:1]1[C:9]2[C:4](=[CH:5][CH:6]=[CH:7][CH:8]=2)[C:3]2([C:21]3[C:12](=[CH:13][C:14]4[O:19][CH2:18][CH2:17][O:16][C:15]=4[CH:20]=3)[O:11][CH2:10]2)[C:2]1=[O:22].N1C2[C:26](=[CH:27][CH:28]=CC=2)[C@@:25]2([C:43]3C(=CC4OCCOC=4[CH:42]=3)OC2)C1=O.BrCCCCCC.BrCCCCC. (2) Given the product [CH3:50][N:51]([CH3:60])[CH2:52][CH2:53][N:54]1[CH2:59][CH2:58][N:57]([C:10]([NH:9][C:19]2[CH:24]=[C:23]([O:25][C:26]3[CH:31]=[CH:30][C:29]([NH:32][C:33]([C:35]4([C:38]([NH:39][C:40]5[CH:45]=[CH:44][C:43]([F:46])=[CH:42][CH:41]=5)=[O:47])[CH2:37][CH2:36]4)=[O:34])=[CH:28][C:27]=3[F:48])[CH:22]=[CH:21][N:20]=2)=[O:12])[CH2:56][CH2:55]1, predict the reactants needed to synthesize it. The reactants are: C1(OC(=O)[N:9]([C:19]2[CH:24]=[C:23]([O:25][C:26]3[CH:31]=[CH:30][C:29]([NH:32][C:33]([C:35]4([C:38](=[O:47])[NH:39][C:40]5[CH:45]=[CH:44][C:43]([F:46])=[CH:42][CH:41]=5)[CH2:37][CH2:36]4)=[O:34])=[CH:28][C:27]=3[F:48])[CH:22]=[CH:21][N:20]=2)[C:10]([O:12]C2C=CC=CC=2)=O)C=CC=CC=1.[CH3:50][N:51]([CH3:60])[CH2:52][CH2:53][N:54]1[CH2:59][CH2:58][NH:57][CH2:56][CH2:55]1.